From a dataset of Full USPTO retrosynthesis dataset with 1.9M reactions from patents (1976-2016). Predict the reactants needed to synthesize the given product. (1) Given the product [CH:19]([N:23]1[CH2:28][CH2:27][CH:26]([O:29][C:30]2[CH:31]=[CH:32][C:33]([N:16]3[CH:17]=[CH:18][C:14]([C:12]([NH:11][CH3:10])=[O:13])=[CH:15]3)=[CH:34][CH:35]=2)[CH2:25][CH2:24]1)([CH3:22])[CH3:20], predict the reactants needed to synthesize it. The reactants are: CN1C=CC(C(O)=O)=C1.[CH3:10][NH:11][C:12]([C:14]1[CH:18]=[CH:17][NH:16][CH:15]=1)=[O:13].[CH:19]1([N:23]2[CH2:28][CH2:27][CH:26]([O:29][C:30]3[CH:35]=[CH:34][C:33](I)=[CH:32][CH:31]=3)[CH2:25][CH2:24]2)[CH2:22]C[CH2:20]1.IC1C=CC(OC2CCN(C(C)C)CC2)=CC=1. (2) Given the product [NH2:1][C:2]1[C:7]([NH2:8])=[C:6]([NH:11][C@@H:12]2[C@@H:17]3[CH2:18][C@@H:14]([CH:15]=[CH:16]3)[C@@H:13]2[C:19]([NH2:21])=[O:20])[C:5]([Cl:22])=[CH:4][N:3]=1, predict the reactants needed to synthesize it. The reactants are: [NH2:1][C:2]1[C:7]([N+:8]([O-])=O)=[C:6]([NH:11][C@@H:12]2[C@@H:17]3[CH2:18][C@@H:14]([CH:15]=[CH:16]3)[C@@H:13]2[C:19]([NH2:21])=[O:20])[C:5]([Cl:22])=[CH:4][N:3]=1. (3) Given the product [Br:1][C:2]1[C:7](=[O:8])[N:6]2[CH:9]=[CH:10][CH:11]=[CH:12][C:5]2=[N:4][C:3]=1/[CH:13]=[CH:22]/[C:21]1[CH:24]=[CH:25][CH:26]=[C:27]([CH3:31])[C:20]=1[O:19][CH:14]1[CH2:18][CH2:17][CH2:16][CH2:15]1, predict the reactants needed to synthesize it. The reactants are: [Br:1][C:2]1[C:7](=[O:8])[N:6]2[CH:9]=[CH:10][CH:11]=[CH:12][C:5]2=[N:4][C:3]=1[CH3:13].[CH:14]1([O:19][C:20]2[C:27](OC)=[CH:26][CH:25]=[CH:24][C:21]=2[CH:22]=O)[CH2:18][CH2:17][CH2:16][CH2:15]1.[O-][CH2:31]C.[Na+]. (4) The reactants are: [Cl:1][C:2]1[CH:3]=[C:4]([CH2:8][C:9]#[N:10])[CH:5]=[CH:6][CH:7]=1.Br[CH2:12][CH2:13]Cl. Given the product [Cl:1][C:2]1[CH:3]=[C:4]([C:8]2([C:9]#[N:10])[CH2:13][CH2:12]2)[CH:5]=[CH:6][CH:7]=1, predict the reactants needed to synthesize it. (5) Given the product [Cl:26][C:27]1[CH:28]=[C:29]([CH:32]=[CH:33][CH:34]=1)[CH2:30][N:14]1[C:13]([CH3:18])=[C:12]2[C:16]([CH:17]=[C:9]([N:8]([C:6]3[CH:5]=[CH:4][N:3]=[C:2]([Cl:1])[N:7]=3)[CH3:19])[CH:10]=[CH:11]2)=[N:15]1, predict the reactants needed to synthesize it. The reactants are: [Cl:1][C:2]1[N:7]=[C:6]([N:8]([CH3:19])[C:9]2[CH:17]=[C:16]3[C:12]([C:13]([CH3:18])=[N:14][NH:15]3)=[CH:11][CH:10]=2)[CH:5]=[CH:4][N:3]=1.C([O-])([O-])=O.[Cs+].[Cs+].[Cl:26][C:27]1[CH:28]=[C:29]([CH:32]=[CH:33][CH:34]=1)[CH2:30]Br. (6) Given the product [ClH:19].[NH2:1][C:2]1[N:7]=[C:6]2[C:5]([N:16]=[C:17]([Cl:30])[N:8]2[C@@H:9]2[CH2:13][C@H:12]([CH2:14][OH:15])[CH:11]=[CH:10]2)=[CH:4][N:3]=1, predict the reactants needed to synthesize it. The reactants are: [NH2:1][C:2]1[N:7]=[C:6]([NH:8][C@@H:9]2[CH2:13][C@H:12]([CH2:14][OH:15])[CH:11]=[CH:10]2)[C:5]([NH:16][CH:17]=O)=[C:4]([Cl:19])[N:3]=1.C(OC(OCC)OCC)C.[ClH:30]. (7) Given the product [OH:28][CH2:27][C:26]1[CH:31]=[CH:32][C:23]([C:21]([NH:20][C:17]2[N:18]=[CH:19][N:13]3[C:12]([C:11]([F:34])([F:33])[F:10])=[CH:16][S:15][C:14]=23)=[O:22])=[CH:24][CH:25]=1, predict the reactants needed to synthesize it. The reactants are: CC(C[AlH]CC(C)C)C.[F:10][C:11]([F:34])([F:33])[C:12]1[N:13]2[CH:19]=[N:18][C:17]([NH:20][C:21]([C:23]3[CH:32]=[CH:31][C:26]([C:27](OC)=[O:28])=[CH:25][CH:24]=3)=[O:22])=[C:14]2[S:15][CH:16]=1.CO.[C@H](O)(C([O-])=O)[C@@H](O)C([O-])=O.[Na+].[K+]. (8) Given the product [F:22][C:23]1[CH:32]=[CH:31][C:26]([O:27][CH2:28][CH2:29][O:8][C:4]2[C:3]([C:9]3[CH:14]=[CH:13][C:12]([CH3:15])=[CH:11][CH:10]=3)=[C:2]([NH2:1])[N:6]([CH3:7])[N:5]=2)=[CH:25][CH:24]=1, predict the reactants needed to synthesize it. The reactants are: [NH2:1][C:2]1[N:6]([CH3:7])[N:5]=[C:4]([OH:8])[C:3]=1[C:9]1[CH:14]=[CH:13][C:12]([CH3:15])=[CH:11][CH:10]=1.C(=O)([O-])[O-].[K+].[K+].[F:22][C:23]1[CH:32]=[CH:31][C:26]([O:27][CH2:28][CH2:29]Br)=[CH:25][CH:24]=1. (9) Given the product [CH3:1][O:2][C:3](=[O:25])[CH2:4][C:5]1[CH:6]=[C:7]([C:13]2[CH:18]=[CH:17][C:16]([C:19]([F:22])([F:20])[F:21])=[CH:15][C:14]=2[CH2:23][NH:31][CH:26]2[CH2:30][CH2:29][CH2:28][CH2:27]2)[C:8]([O:11][CH3:12])=[CH:9][CH:10]=1, predict the reactants needed to synthesize it. The reactants are: [CH3:1][O:2][C:3](=[O:25])[CH2:4][C:5]1[CH:6]=[C:7]([C:13]2[CH:18]=[CH:17][C:16]([C:19]([F:22])([F:21])[F:20])=[CH:15][C:14]=2[CH:23]=O)[C:8]([O:11][CH3:12])=[CH:9][CH:10]=1.[CH:26]1([NH2:31])[CH2:30][CH2:29][CH2:28][CH2:27]1. (10) Given the product [OH:8][C:9]1[C:10]([C:26]([O:28][CH3:29])=[O:27])=[N:11][N:12]2[CH:17]([C:18]3[CH:19]=[N:20][CH:21]=[CH:22][CH:23]=3)[CH2:16][N:15]([CH3:24])[C:14](=[O:25])[C:13]=12, predict the reactants needed to synthesize it. The reactants are: C([O:8][C:9]1[C:10]([C:26]([O:28][CH3:29])=[O:27])=[N:11][N:12]2[CH:17]([C:18]3[CH:19]=[N:20][CH:21]=[CH:22][CH:23]=3)[CH2:16][N:15]([CH3:24])[C:14](=[O:25])[C:13]=12)C1C=CC=CC=1.